This data is from Catalyst prediction with 721,799 reactions and 888 catalyst types from USPTO. The task is: Predict which catalyst facilitates the given reaction. (1) Reactant: [Cl:1][C:2]1[CH:8]=[CH:7][CH:6]=[C:5]([CH3:9])[C:3]=1[NH2:4].Br[C:11]1[CH:16]=[CH:15][C:14]([CH3:17])=[CH:13][CH:12]=1.CC(C)([O-])C.[Na+].C(P(C(C)(C)C)C(C)(C)C)(C)(C)C. Product: [Cl:1][C:2]1[CH:8]=[CH:7][CH:6]=[C:5]([CH3:9])[C:3]=1[NH:4][C:11]1[CH:16]=[CH:15][C:14]([CH3:17])=[CH:13][CH:12]=1. The catalyst class is: 11. (2) Reactant: [CH3:1][C:2]1[CH:3]=[C:4]([NH:11][CH2:12][C:13]2[CH:18]=[CH:17][C:16]([C:19]([F:22])([F:21])[F:20])=[CH:15][CH:14]=2)[CH:5]=[CH:6][C:7]=1[N+:8]([O-:10])=[O:9].[C:23](O[C:23]([O:25][C:26]([CH3:29])([CH3:28])[CH3:27])=[O:24])([O:25][C:26]([CH3:29])([CH3:28])[CH3:27])=[O:24].CN(C1C=CC=CN=1)C.C(N(CC)CC)C.C(=O)=O. Product: [C:26]([O:25][C:23](=[O:24])[N:11]([C:4]1[CH:5]=[CH:6][C:7]([N+:8]([O-:10])=[O:9])=[C:2]([CH3:1])[CH:3]=1)[CH2:12][C:13]1[CH:18]=[CH:17][C:16]([C:19]([F:20])([F:21])[F:22])=[CH:15][CH:14]=1)([CH3:29])([CH3:28])[CH3:27]. The catalyst class is: 10. (3) Reactant: [C:1]([O:4][CH2:5][CH3:6])(=[O:3])[CH3:2].[Li+].C[Si]([N-][Si](C)(C)C)(C)C.[C:17]([O:21][C:22]([N:24]1[CH2:29][CH2:28][C:27](=[O:30])[CH2:26][CH2:25]1)=[O:23])([CH3:20])([CH3:19])[CH3:18]. Product: [C:17]([O:21][C:22]([N:24]1[CH2:29][CH2:28][C:27]([CH2:2][C:1]([O:4][CH2:5][CH3:6])=[O:3])([OH:30])[CH2:26][CH2:25]1)=[O:23])([CH3:20])([CH3:18])[CH3:19]. The catalyst class is: 1. (4) Reactant: [NH2:1][C:2]1[N:3]=[CH:4][C:5]([C:22]([O:24][CH2:25][CH3:26])=[O:23])=[N:6][C:7]=1[C:8]1[CH:13]=[CH:12][C:11]([C:14]([O:16]C(C)(C)C)=[O:15])=[C:10]([F:21])[CH:9]=1.[C:27]([OH:33])([C:29]([F:32])([F:31])[F:30])=[O:28]. Product: [NH2:1][C:2]1[C:7]([C:8]2[CH:13]=[CH:12][C:11]([C:14]([OH:16])=[O:15])=[C:10]([F:21])[CH:9]=2)=[N:6][C:5]([C:22]([O:24][CH2:25][CH3:26])=[O:23])=[CH:4][N:3]=1.[C:27]([OH:33])([C:29]([F:32])([F:31])[F:30])=[O:28]. The catalyst class is: 2. (5) Reactant: [NH:1]1[C:9]2[C:4](=[C:5]([C:10]3[CH:11]=[N:12][C:13]4[C:18]([CH:19]=3)=[CH:17][CH:16]=[CH:15][CH:14]=4)[CH:6]=[CH:7][CH:8]=2)[CH:3]=[N:2]1.[Cl:20]N1C(=O)CCC1=O. Product: [Cl:20][C:3]1[C:4]2[C:9](=[CH:8][CH:7]=[CH:6][C:5]=2[C:10]2[CH:11]=[N:12][C:13]3[C:18]([CH:19]=2)=[CH:17][CH:16]=[CH:15][CH:14]=3)[NH:1][N:2]=1. The catalyst class is: 9. (6) Reactant: C(OC([N:8]1[CH2:13][C@H:12]([O:14][CH2:15][C:16]2[CH:25]=[C:24]([O:26][CH3:27])[C:23]3[C:18](=[CH:19][CH:20]=[CH:21][CH:22]=3)[CH:17]=2)[C@@H:11]([C:28]2[CH:33]=[CH:32][C:31]([O:34][CH2:35][CH2:36][CH2:37][O:38][C:39]3[CH:44]=[CH:43][CH:42]=[CH:41][C:40]=3[N+:45]([O-:47])=[O:46])=[CH:30][CH:29]=2)[C@H:10]([O:48][CH2:49][C@H:50]([OH:57])[CH2:51][N:52]2[CH:56]=[N:55][CH:54]=[N:53]2)[CH2:9]1)=O)(C)(C)C.Cl. Product: [CH3:27][O:26][C:24]1[C:23]2[C:18](=[CH:19][CH:20]=[CH:21][CH:22]=2)[CH:17]=[C:16]([CH2:15][O:14][C@H:12]2[CH2:13][NH:8][CH2:9][C@@H:10]([O:48][CH2:49][C@H:50]([OH:57])[CH2:51][N:52]3[CH:56]=[N:55][CH:54]=[N:53]3)[C@@H:11]2[C:28]2[CH:33]=[CH:32][C:31]([O:34][CH2:35][CH2:36][CH2:37][O:38][C:39]3[CH:44]=[CH:43][CH:42]=[CH:41][C:40]=3[N+:45]([O-:47])=[O:46])=[CH:30][CH:29]=2)[CH:25]=1. The catalyst class is: 5. (7) Reactant: [I:1][C:2]1[CH:3]=[C:4]2[C:9](=[N:10][C:11]=1[O:12][CH3:13])[N:8]([CH3:14])[CH:7]=[C:6]([C:15]([O:17]CC)=[O:16])[C:5]2=[O:20].[OH-].[Na+].Cl. Product: [I:1][C:2]1[CH:3]=[C:4]2[C:9](=[N:10][C:11]=1[O:12][CH3:13])[N:8]([CH3:14])[CH:7]=[C:6]([C:15]([OH:17])=[O:16])[C:5]2=[O:20]. The catalyst class is: 5.